This data is from Peptide-MHC class II binding affinity with 134,281 pairs from IEDB. The task is: Regression. Given a peptide amino acid sequence and an MHC pseudo amino acid sequence, predict their binding affinity value. This is MHC class II binding data. (1) The peptide sequence is DVVPEKYTIGATYAP. The MHC is HLA-DQA10501-DQB10301 with pseudo-sequence HLA-DQA10501-DQB10301. The binding affinity (normalized) is 0.438. (2) The binding affinity (normalized) is 0.334. The peptide sequence is AGAWRTAAVELARAL. The MHC is HLA-DQA10101-DQB10501 with pseudo-sequence HLA-DQA10101-DQB10501. (3) The peptide sequence is EDLVRAYHSMSSTHE. The MHC is DRB1_1001 with pseudo-sequence DRB1_1001. The binding affinity (normalized) is 1.00. (4) The peptide sequence is SINTRMTVVSAVHFK. The MHC is H-2-IAb with pseudo-sequence H-2-IAb. The binding affinity (normalized) is 0.215. (5) The peptide sequence is WGAIWRIDTPEVLKG. The MHC is HLA-DQA10501-DQB10201 with pseudo-sequence HLA-DQA10501-DQB10201. The binding affinity (normalized) is 0.647. (6) The peptide sequence is DIKVQFQSGGANSPALYLLD. The MHC is DRB1_0101 with pseudo-sequence DRB1_0101. The binding affinity (normalized) is 0.928.